Dataset: Merck oncology drug combination screen with 23,052 pairs across 39 cell lines. Task: Regression. Given two drug SMILES strings and cell line genomic features, predict the synergy score measuring deviation from expected non-interaction effect. (1) Drug 1: O=S1(=O)NC2(CN1CC(F)(F)F)C1CCC2Cc2cc(C=CCN3CCC(C(F)(F)F)CC3)ccc2C1. Drug 2: CC(=O)OC1C(=O)C2(C)C(O)CC3OCC3(OC(C)=O)C2C(OC(=O)c2ccccc2)C2(O)CC(OC(=O)C(O)C(NC(=O)c3ccccc3)c3ccccc3)C(C)=C1C2(C)C. Cell line: HT144. Synergy scores: synergy=37.4. (2) Drug 1: O=C(CCCCCCC(=O)Nc1ccccc1)NO. Drug 2: Nc1ccn(C2OC(CO)C(O)C2(F)F)c(=O)n1. Cell line: RPMI7951. Synergy scores: synergy=0.720.